This data is from Experimentally validated miRNA-target interactions with 360,000+ pairs, plus equal number of negative samples. The task is: Binary Classification. Given a miRNA mature sequence and a target amino acid sequence, predict their likelihood of interaction. (1) Result: 1 (interaction). The miRNA is mmu-miR-34b-5p with sequence AGGCAGUGUAAUUAGCUGAUUGU. The protein sequence of the target gene is MARAQALVLALTFQFCAPETETPAAGCTFEEASDPVVPCEFSQAQYDDFQWEQVRIHPGTRTPEDLPHGAYLMVNASQHAPGQRAHIIFQTLSENDTHCVQFSYFLYSRDGHSPGTLGVYVRVNGGPLGSAVWNMTGSHGRQWHQAELAVSTFWPNEYQVLFEALISPDHKGYIGLDDILLFSYPCAKAPHFSRLGDVEVNAGQNASFQCMAAGRAAEAEHFFLQRQSGVLVPAAGVRHISHRRFLATFPLASVGRSEQDLYRCVSQAPRGAGVSNFAELIVKEPPTPIAPPQLLRAGPT.... (2) The miRNA is mmu-miR-7116-3p with sequence UUUUUUUCCUUUGCCUUCUCAG. Result: 0 (no interaction). The protein sequence of the target gene is MLSLNNLQNIIYNPIIPYVGTITEQLKPGSLIVIRGHVPKDSERFQVDFQLGNSLKPRADVAFHFNPRFKRSSCIVCNTLTQEKWGWEEITYDMPFRKEKSFEIVFMVLKNKFQVAVNGRHVLLYAHRISPEQIDTVGIYGKVNIHSIGFRFSSDLQSMETSALGLTQINRENIQKPGKLQLSLPFEARLNASMGPGRTVVIKGEVNTNARSFNVDLVAGKTRDIALHLNPRLNVKAFVRNSFLQDAWGEEERNITCFPFSSGMYFEMIIYCDVREFKVAINGVHSLEYKHRFKDLSSID.... (3) The miRNA is hsa-miR-6805-5p with sequence UAGGGGGCGGCUUGUGGAGUGU. The protein sequence of the target gene is MVDVGKWPIFTLLSPQEAGSIRKACVFGTSANEAIYVTDNDEVFVFGLNYSNCLGTGDNQSTLVPKKLEALCGKKIKSLSYGSGPHVLLTTEDGVVYAWGHNGYSQLGNGTTNQGIAPVQVCTNLLIKQVIEVACGSHHSMALAADGELFAWGYNNCGQVGSGSTANQPTPRKVTNCLHTKRVVNIACGQTSSMAVLDSGEVYGWGYNGNGQLGLGNNGNQLTPVRVAALHGMCVNQIVCGYAHTLALTDEGLLYAWGANTYGQLGTGSKNNLLSPTQIMVEKERVIEIAACHSTHTSAA.... Result: 0 (no interaction). (4) The miRNA is hsa-miR-6738-3p with sequence CUUCUGCCUGCAUUCUACUCCCAG. The protein sequence of the target gene is MTTEKSLVTEAENSQHQQKEEGEEAINSGQQEPQQEESCQTAAEGDNWCEQKLKASNGDTPTHEDLTKNKERTSESRGLSRLFSSFLKRPKSQVSEEEGKEVESDKEKGEGGQKEIEFGTSLDEEIILKAPIAAPEPELKTDPSLDLHSLSSAETQPAQEELREDPDFEIKEGEGLEECSKIEVKEESPQSKAETELKASQKPIRKHRNMHCKVSLLDDTVYECVVEKHAKGQDLLKRVCEHLNLLEEDYFGLAIWDNATSKTWLDSAKEIKKQVRGVPWNFTFNVKFYPPDPAQLTEDI.... Result: 1 (interaction). (5) The miRNA is hsa-miR-148a-3p with sequence UCAGUGCACUACAGAACUUUGU. The protein sequence of the target gene is MAQGSVSFNDVTVDFTQEEWQHLDHAQKTLYMDVMLENYCHLISVGCHMTKPDVILKLERGEEPWTSFAGHTCLEENWKAEDFLVKFKEHQEKYSRSVVSINHKKLVKEKSKIYEKTFTLGKNPVNSKNLPPEYDTHGRILKNVSELIISNLNPARKRLSEYNGYGKSLLSTKQETTHPEVKSHNQSARAFSHNEVLMQYQKTETPAQSFGYNDCEKSFLQRGGLITHSRPYKGENPSVYNKKRRATNIEKKHTCNECGKSFCRKSVLILHQGIHSEEKPYQCHQCGNAFRRKSYLIDHQ.... Result: 0 (no interaction). (6) The miRNA is mmu-miR-1897-5p with sequence CUUUGGAUGGAGAAAGAGGGGG. The protein sequence of the target gene is MEGSRPRAPSGHLAPSPPAFDGELDLQRYSNGPAVSAGSLGMGAVSWSESRAGERRFPCPVCGKRFRFNSILALHLRAHPGAQAFQCPHCGHRAAQRALLRSHLRTHQPERPRSPAARLLLELEERALLREARLGRARSSGGMQATPATEGLARPQAPSSSAFRCPYCKGKFRTSAERERHLHILHRPWKCGLCSFGSSQEEELLHHSLTAHGAPERPLAATSAAPPPQPQPQPPPQPEPRSVPQPEPEPEPEREATPTPAPAAPEEPPAPPEFRCQVCGQSFTQSWFLKGHMRKHKASF.... Result: 0 (no interaction). (7) The protein sequence of the target gene is MSALEWYAHKSLGDGIFWIQERFYESGNRANIWLVRGSEQDVVIDTGLGLRSLPEYLYSSGLLQDREAKEDAARRPLLAVATHVHFDHSGGLYQFDRVAVHHAEAEALARGDNFETVTWLSDSEVVRTPSPGWRARQFRVQAVQPTLILQDGDVINLGDRQLTVMHMPGHSRGSICLHDKDRKILFSGDVVYDGSLIDWLPYSRISDYVGTCERLIELVDRGLVEKVLPGHFNTFGAERLFRLASNYISKAGICHKVSTFAMRSLASLALRVTNSRTSP. Result: 1 (interaction). The miRNA is hsa-miR-92a-1-5p with sequence AGGUUGGGAUCGGUUGCAAUGCU. (8) The miRNA is dme-miR-312-3p with sequence UAUUGCACUUGAGACGGCCUGA. The protein sequence of the target gene is MMQSATVPAEGAVKGLPEMLGVPMQQIPQCAGCNQHILDKFILKVLDRHWHSSCLKCADCQMQLADRCFSRAGSVYCKEDFFKRFGTKCTACQQGIPPTQVVRKAQDFVYHLHCFACIICNRQLATGDEFYLMEDGRLVCKEDYETAKQNDDSEAGAKRPRTTITAKQLETLKNAYKNSPKPARHVREQLSSETGLDMRVVQVWFQNRRAKEKRLKKDAGRHRWGQFYKSVKRSRGSSKQEKESSAEDCGVSDSELSFREDQILSELGHTNRIYGNVGDVTGGQLMNGSFSMDGTGQSYQ.... Result: 0 (no interaction).